From a dataset of Full USPTO retrosynthesis dataset with 1.9M reactions from patents (1976-2016). Predict the reactants needed to synthesize the given product. (1) The reactants are: [CH3:1][O:2][C:3]([C:5]1[CH:10]=[CH:9][CH:8]=[C:7]([C:11]2[CH:12]=[N:13][N:14]([CH2:16][CH2:17][CH2:18][CH2:19][CH2:20][CH2:21][NH:22][C:23]([C:25]3[C:29]([N+:30]([O-])=O)=[CH:28][N:27]([CH:33]4[CH2:38][CH2:37][N:36]([C:39]([O:41][C:42]([CH3:45])([CH3:44])[CH3:43])=[O:40])[CH2:35][CH2:34]4)[N:26]=3)=[O:24])[CH:15]=2)[N:6]=1)=[O:4]. Given the product [CH3:1][O:2][C:3]([C:5]1[CH:10]=[CH:9][CH:8]=[C:7]([C:11]2[CH:12]=[N:13][N:14]([CH2:16][CH2:17][CH2:18][CH2:19][CH2:20][CH2:21][NH:22][C:23]([C:25]3[C:29]([NH2:30])=[CH:28][N:27]([CH:33]4[CH2:34][CH2:35][N:36]([C:39]([O:41][C:42]([CH3:45])([CH3:44])[CH3:43])=[O:40])[CH2:37][CH2:38]4)[N:26]=3)=[O:24])[CH:15]=2)[N:6]=1)=[O:4], predict the reactants needed to synthesize it. (2) Given the product [Cl:26][C:24]1[CH:23]=[C:22]([C@H:27]2[CH2:31][CH2:30][N:29]([C@H:32]3[CH2:36][CH2:35][N:34]([C:37]4[CH:38]=[CH:39][C:40]([S:43]([NH:1][C:2]5[S:3][CH:4]=[CH:5][N:6]=5)(=[O:44])=[O:45])=[CH:41][CH:42]=4)[C:33]3=[O:47])[CH2:28]2)[CH:21]=[C:20]([Cl:19])[CH:25]=1, predict the reactants needed to synthesize it. The reactants are: [NH2:1][C:2]1[S:3][CH:4]=[CH:5][N:6]=1.C(N=C(N(C)C)N(C)C)(C)(C)C.[Cl:19][C:20]1[CH:21]=[C:22]([C@H:27]2[CH2:31][CH2:30][N:29]([C@H:32]3[CH2:36][CH2:35][N:34]([C:37]4[CH:42]=[CH:41][C:40]([S:43](Cl)(=[O:45])=[O:44])=[CH:39][CH:38]=4)[C:33]3=[O:47])[CH2:28]2)[CH:23]=[C:24]([Cl:26])[CH:25]=1. (3) Given the product [I-:27].[CH3:25][O:24][C:22]([C:3]1[CH:2]=[CH:1][C:6]2[S:7][C:8]3[C:9]4[C:14]([N+:15]([CH3:26])=[C:16]5[C:21]=3[CH:20]=[CH:19][CH:18]=[CH:17]5)=[CH:13][CH:12]=[CH:11][C:10]=4[C:5]=2[CH:4]=1)=[O:23], predict the reactants needed to synthesize it. The reactants are: [CH:1]1[C:6]2[S:7][C:8]3[C:9]4[C:14]([N:15]=[C:16]5[C:21]=3[CH:20]=[CH:19][CH:18]=[CH:17]5)=[CH:13][CH:12]=[CH:11][C:10]=4[C:5]=2[CH:4]=[C:3]([C:22]([O:24][CH3:25])=[O:23])[CH:2]=1.[CH3:26][I:27]. (4) Given the product [CH3:17][O:16][CH2:21][C:2]1[CH:3]=[CH:4][C:5]([O:10][CH2:11][C:12]([F:15])([F:14])[F:13])=[C:6]([CH:9]=1)[C:7]#[N:8], predict the reactants needed to synthesize it. The reactants are: Br[C:2]1[CH:3]=[CH:4][C:5]([O:10][CH2:11][C:12]([F:15])([F:14])[F:13])=[C:6]([CH:9]=1)[C:7]#[N:8].[O:16]1[CH2:21]COC[CH2:17]1.C(=O)([O-])[O-].[Cs+].[Cs+]. (5) Given the product [CH2:1]([O:3][C@H:4]([CH2:10][C:11]1[CH:16]=[CH:15][C:14]([O:17][CH2:18][C:19]([C:21]2[CH:26]=[CH:25][CH:24]=[C:23]([O:27][CH3:28])[CH:22]=2)=[O:20])=[CH:13][CH:12]=1)[C:5]([OH:7])=[O:6])[CH3:2], predict the reactants needed to synthesize it. The reactants are: [CH2:1]([O:3][C@H:4]([CH2:10][C:11]1[CH:16]=[CH:15][C:14]([O:17][CH2:18][C:19]([C:21]2[CH:26]=[CH:25][CH:24]=[C:23]([O:27][CH3:28])[CH:22]=2)=[O:20])=[CH:13][CH:12]=1)[C:5]([O:7]CC)=[O:6])[CH3:2].[Li+].[OH-].O.Cl. (6) Given the product [CH3:1][N:2]([CH:33]1[CH2:39][CH2:40][N:35]([CH3:34])[CH2:36][CH2:37]1)[C:3]([N:5]1[CH:9]([C:10]2[CH:15]=[CH:14][CH:13]=[C:12]([O:16][CH2:17][C:18]3[CH:23]=[CH:22][CH:21]=[CH:20][CH:19]=3)[CH:11]=2)[CH:8]2[CH2:24][O:25][C:26]3[CH:27]=[CH:28][C:29]([F:32])=[CH:30][C:31]=3[C:7]2=[N:6]1)=[O:4], predict the reactants needed to synthesize it. The reactants are: [CH3:1][N:2]([CH3:33])[C:3]([N:5]1[CH:9]([C:10]2[CH:15]=[CH:14][CH:13]=[C:12]([O:16][CH2:17][C:18]3[CH:23]=[CH:22][CH:21]=[CH:20][CH:19]=3)[CH:11]=2)[CH:8]2[CH2:24][O:25][C:26]3[CH:27]=[CH:28][C:29]([F:32])=[CH:30][C:31]=3[C:7]2=[N:6]1)=[O:4].[CH3:34][N:35]1[CH2:40][CH2:39]C(NC)[CH2:37][CH2:36]1. (7) Given the product [C:1]1([C:11]2[CH:16]=[CH:15][CH:14]=[CH:13][CH:12]=2)[CH:6]=[CH:5][CH:4]=[CH:3][C:2]=1[CH2:7][N:8]1[C:19]([CH3:21])=[C:18]([C:17]([O:23][CH3:24])=[O:22])[N:10]=[N:9]1, predict the reactants needed to synthesize it. The reactants are: [C:1]1([C:11]2[CH:16]=[CH:15][CH:14]=[CH:13][CH:12]=2)[CH:6]=[CH:5][CH:4]=[CH:3][C:2]=1[CH2:7][N:8]=[N+:9]=[N-:10].[C:17]([O:23][CH3:24])(=[O:22])[CH2:18][C:19]([CH3:21])=O.C(=O)([O-])[O-].[K+].[K+].O. (8) Given the product [Cl:1][C:2]1[CH:3]=[C:4]([C:16]([NH:18][C@H:19]([C:21]2[CH:22]=[CH:23][C:24]([C:25]([OH:27])=[O:26])=[CH:28][CH:29]=2)[CH3:20])=[O:17])[C:5]([O:8][C:9]2[CH:10]=[CH:11][CH:12]=[CH:13][CH:14]=2)=[N:6][CH:7]=1, predict the reactants needed to synthesize it. The reactants are: [Cl:1][C:2]1[CH:3]=[C:4]([C:16]([NH:18][C@H:19]([C:21]2[CH:29]=[CH:28][C:24]([C:25]([OH:27])=[O:26])=[CH:23][CH:22]=2)[CH3:20])=[O:17])[C:5]([O:8][C:9]2[CH:14]=[CH:13][CH:12]=[C:11](F)[CH:10]=2)=[N:6][CH:7]=1.C1(O)C=CC=CC=1. (9) Given the product [CH2:1]([O:8][C:9]([NH:11][C@@H:12]([CH2:16][NH:17][C:18]([O:20][C:21]([CH3:24])([CH3:23])[CH3:22])=[O:19])[C:13]([N:26]1[CH2:31][CH2:30][CH2:29][CH2:28][C@@H:27]1[C:32]([O:34][CH3:35])=[O:33])=[O:15])=[O:10])[C:2]1[CH:3]=[CH:4][CH:5]=[CH:6][CH:7]=1, predict the reactants needed to synthesize it. The reactants are: [CH2:1]([O:8][C:9]([NH:11][C@@H:12]([CH2:16][NH:17][C:18]([O:20][C:21]([CH3:24])([CH3:23])[CH3:22])=[O:19])[C:13]([OH:15])=O)=[O:10])[C:2]1[CH:7]=[CH:6][CH:5]=[CH:4][CH:3]=1.Cl.[NH:26]1[CH2:31][CH2:30][CH2:29][CH2:28][C@@H:27]1[C:32]([O:34][CH3:35])=[O:33].C(Cl)CCl.C1C=CC2N(O)N=NC=2C=1. (10) Given the product [C:7]([C:9]1[N:14]=[CH:13][C:12]([C:15]2[C:27]3[C:26]4[C:21](=[CH:22][CH:23]=[CH:24][CH:25]=4)[N:20]([C:28]4[CH:40]=[CH:39][C:31]([C:32]([O:34][C:35]([CH3:38])([CH3:37])[CH3:36])=[O:33])=[C:30]([NH:20][C@H:19]5[CH2:27][CH2:26][C@H:1]([OH:4])[CH2:17][CH2:18]5)[CH:29]=4)[C:19]=3[CH:18]=[CH:17][CH:16]=2)=[CH:11][CH:10]=1)#[N:8], predict the reactants needed to synthesize it. The reactants are: [C:1](=[O:4])([O-])[O-].[K+].[K+].[C:7]([C:9]1[N:14]=[CH:13][C:12]([C:15]2[C:27]3[C:26]4[C:21](=[CH:22][CH:23]=[CH:24][CH:25]=4)[N:20]([C:28]4[CH:40]=[CH:39][C:31]([C:32]([O:34][C:35]([CH3:38])([CH3:37])[CH3:36])=[O:33])=[C:30](F)[CH:29]=4)[C:19]=3[CH:18]=[CH:17][CH:16]=2)=[CH:11][CH:10]=1)#[N:8].